This data is from Forward reaction prediction with 1.9M reactions from USPTO patents (1976-2016). The task is: Predict the product of the given reaction. (1) Given the reactants C[Si](C)(C)CCOC[N:7]1[C:11]2[CH:12]=[CH:13][CH:14]=[CH:15][C:10]=2[N:9]=[C:8]1[O:16][C:17]1[CH:22]=[CH:21][C:20]([N:23]2[C:27]3=[N:28][CH:29]=[CH:30][CH:31]=[C:26]3[NH:25][C:24]2=[O:32])=[CH:19][CH:18]=1.CCCC[N+](CCCC)(CCCC)CCCC.[F-].CN(CCN(C)C)C, predict the reaction product. The product is: [NH:7]1[C:11]2[CH:12]=[CH:13][CH:14]=[CH:15][C:10]=2[N:9]=[C:8]1[O:16][C:17]1[CH:18]=[CH:19][C:20]([N:23]2[C:27]3=[N:28][CH:29]=[CH:30][CH:31]=[C:26]3[NH:25][C:24]2=[O:32])=[CH:21][CH:22]=1. (2) Given the reactants [OH:1][C:2]1([CH:39]=[CH2:40])[CH2:7][CH2:6][N:5]([C:8]2[CH:9]=[CH:10][C:11]([N:14]3[CH:18]=[CH:17][C:16]([CH:19]([C:21]4[CH:38]=[CH:37][C:24]5[N:25](COCC[Si](C)(C)C)[C:26](=[O:28])[S:27][C:23]=5[CH:22]=4)[CH3:20])=[N:15]3)=[N:12][CH:13]=2)[CH2:4][CH2:3]1.[N+](CCCC)(CCCC)(CCCC)CCCC.[F-], predict the reaction product. The product is: [OH:1][C:2]1([CH:39]=[CH2:40])[CH2:7][CH2:6][N:5]([C:8]2[CH:9]=[CH:10][C:11]([N:14]3[CH:18]=[CH:17][C:16]([CH:19]([C:21]4[CH:38]=[CH:37][C:24]5[NH:25][C:26](=[O:28])[S:27][C:23]=5[CH:22]=4)[CH3:20])=[N:15]3)=[N:12][CH:13]=2)[CH2:4][CH2:3]1. (3) Given the reactants Br[C:2]1[S:6][C:5]2=[N:7][CH:8]=[C:9]([I:10])[N:4]2[N:3]=1.[NH:11]1[C:19]2[C:14](=[CH:15][C:16](B(O)O)=[CH:17][CH:18]=2)[CH:13]=[CH:12]1.C([O-])([O-])=O.[Na+].[Na+], predict the reaction product. The product is: [I:10][C:9]1[N:4]2[C:5]([S:6][C:2]([C:16]3[CH:15]=[C:14]4[C:19](=[CH:18][CH:17]=3)[NH:11][CH:12]=[CH:13]4)=[N:3]2)=[N:7][CH:8]=1. (4) Given the reactants Br[C:2]1[N:6](COCC[Si](C)(C)C)[C:5]([C:15]2[CH:20]=[C:19]([C:21]([F:24])([F:23])[F:22])[CH:18]=[CH:17][C:16]=2[CH3:25])=[C:4]([C:26]#[N:27])[CH:3]=1.Cl[C:29]1[N:34]=[CH:33][N:32]=[C:31]([NH:35]C)[CH:30]=1, predict the reaction product. The product is: [NH2:35][C:31]1[N:32]=[CH:33][N:34]=[C:29]([C:2]2[NH:6][C:5]([C:15]3[CH:20]=[C:19]([C:21]([F:22])([F:23])[F:24])[CH:18]=[CH:17][C:16]=3[CH3:25])=[C:4]([C:26]#[N:27])[CH:3]=2)[CH:30]=1. (5) Given the reactants [NH2:1][C@@H:2]([CH2:10][CH2:11][CH2:12][NH:13][C:14]([NH:16][S:17]([C:20]1[C:21]([CH3:34])=[C:22]2[C:27](=[C:28]([CH3:31])[C:29]=1[CH3:30])[O:26][C:25]([CH3:33])([CH3:32])[CH2:24][CH2:23]2)(=[O:19])=[O:18])=[NH:15])[C:3]([O:5][C:6]([CH3:9])([CH3:8])[CH3:7])=[O:4].[OH:35][C:36]([C:51]1[CH:56]=[CH:55][CH:54]=[CH:53][CH:52]=1)([C:45]1[CH:50]=[CH:49][CH:48]=[CH:47][CH:46]=1)[C:37]1[S:41][C:40]([C:42](O)=[O:43])=[CH:39][CH:38]=1.CN(C(ON1N=NC2C=CC=CC1=2)=[N+](C)C)C.F[P-](F)(F)(F)(F)F.CCN(C(C)C)C(C)C, predict the reaction product. The product is: [OH:35][C:36]([C:51]1[CH:56]=[CH:55][CH:54]=[CH:53][CH:52]=1)([C:45]1[CH:50]=[CH:49][CH:48]=[CH:47][CH:46]=1)[C:37]1[S:41][C:40]([C:42]([NH:1][C@@H:2]([CH2:10][CH2:11][CH2:12][NH:13][C:14]([NH:16][S:17]([C:20]2[C:21]([CH3:34])=[C:22]3[C:27](=[C:28]([CH3:31])[C:29]=2[CH3:30])[O:26][C:25]([CH3:33])([CH3:32])[CH2:24][CH2:23]3)(=[O:18])=[O:19])=[NH:15])[C:3]([O:5][C:6]([CH3:7])([CH3:8])[CH3:9])=[O:4])=[O:43])=[CH:39][CH:38]=1.